This data is from Forward reaction prediction with 1.9M reactions from USPTO patents (1976-2016). The task is: Predict the product of the given reaction. (1) Given the reactants [F:1][C:2]([F:21])([F:20])[C:3]1[CH:4]=[C:5](OS(C2C=CC(C)=CC=2)(=O)=O)[CH:6]=[CH:7][CH:8]=1.[C:22]([C:24]1[CH2:29][CH2:28][CH2:27][CH2:26][CH:25]=1)#[CH:23], predict the reaction product. The product is: [C:24]1([C:22]#[C:23][C:5]2[CH:6]=[CH:7][CH:8]=[C:3]([C:2]([F:1])([F:20])[F:21])[CH:4]=2)[CH2:29][CH2:28][CH2:27][CH2:26][CH:25]=1. (2) Given the reactants [CH3:1][O:2][C:3]1[CH:23]=[CH:22][C:6]([CH2:7][NH:8][C:9]2[C:18]3[C:13](=[CH:14][CH:15]=[C:16](C(O)=O)[CH:17]=3)[CH:12]=[CH:11][N:10]=2)=[CH:5][CH:4]=1.O=C1C2C(=CC([C:35]([OH:37])=[O:36])=CC=2)C=CN1, predict the reaction product. The product is: [CH3:1][O:2][C:3]1[CH:4]=[CH:5][C:6]([CH2:7][NH:8][C:9]2[C:18]3[C:13](=[CH:14][C:15]([C:35]([OH:37])=[O:36])=[CH:16][CH:17]=3)[CH:12]=[CH:11][N:10]=2)=[CH:22][CH:23]=1. (3) Given the reactants [Li][CH2:2]CCC.[Br:6][C:7]1[CH:8]=[C:9]([CH:12]=[CH:13][C:14]=1[F:15])[CH:10]=O, predict the reaction product. The product is: [Br:6][C:7]1[CH:8]=[C:9]([CH:10]=[CH2:2])[CH:12]=[CH:13][C:14]=1[F:15]. (4) The product is: [F:30][C:31]1([F:37])[CH2:36][CH2:35][CH2:34][N:33]([C:2]2[CH:3]=[C:4]3[C:9](=[CH:10][CH:11]=2)[N:8]=[C:7]([CH3:12])[C:6]([C:13](=[O:18])[C:14]([F:17])([F:16])[F:15])=[C:5]3[C:19]2[CH:24]=[CH:23][C:22]([S:25]([CH3:28])(=[O:27])=[O:26])=[CH:21][CH:20]=2)[CH2:32]1. Given the reactants Br[C:2]1[CH:3]=[C:4]2[C:9](=[CH:10][CH:11]=1)[N:8]=[C:7]([CH3:12])[C:6]([C:13](=[O:18])[C:14]([F:17])([F:16])[F:15])=[C:5]2[C:19]1[CH:24]=[CH:23][C:22]([S:25]([CH3:28])(=[O:27])=[O:26])=[CH:21][CH:20]=1.Cl.[F:30][C:31]1([F:37])[CH2:36][CH2:35][CH2:34][NH:33][CH2:32]1, predict the reaction product.